From a dataset of Retrosynthesis with 50K atom-mapped reactions and 10 reaction types from USPTO. Predict the reactants needed to synthesize the given product. (1) Given the product COC(=O)[C@@H](NC(=O)OC(C)(C)C)[C@H]1CC[C@H](N=[N+]=[N-])CC1, predict the reactants needed to synthesize it. The reactants are: COC(=O)[C@@H](NC(=O)OC(C)(C)C)[C@H]1CC[C@@H](OS(C)(=O)=O)CC1.[N-]=[N+]=[N-]. (2) Given the product O=C1N(Cc2ccc(-c3cccc(Cl)c3)o2)c2ccccc2C12COc1cc3c(cc12)OCO3, predict the reactants needed to synthesize it. The reactants are: ClCc1ccc(-c2cccc(Cl)c2)o1.O=C1Nc2ccccc2C12COc1cc3c(cc12)OCO3. (3) Given the product CCC(CC)c1cc(C)nn2c(-c3sc(-c4cccnc4)cc3C#N)c(C)nc12, predict the reactants needed to synthesize it. The reactants are: CCC(CC)c1cc(C)nn2c(-c3sc(Br)cc3C#N)c(C)nc12.Ic1cccnc1. (4) Given the product COC(=O)[C@H](Cc1ccc(N)cc1)NC(=O)OC(C)(C)C, predict the reactants needed to synthesize it. The reactants are: COC(=O)[C@H](Cc1ccc([N+](=O)[O-])cc1)NC(=O)OC(C)(C)C. (5) Given the product Cc1cc(C)cc(OCCO[Si](C)(C)C(C)(C)C)c1, predict the reactants needed to synthesize it. The reactants are: CC(C)(C)[Si](C)(C)OCCBr.Cc1cc(C)cc(O)c1. (6) Given the product CN1C(=O)CC[C@]2(C)c3ccc(-c4ccc(Cl)cc4)cc3CC[C@@H]12, predict the reactants needed to synthesize it. The reactants are: CN1C(=O)CC[C@]2(C)c3ccc(Br)cc3CC[C@@H]12.OB(O)c1ccc(Cl)cc1. (7) Given the product CNc1ccccc1C(=O)COC(=O)c1ccccc1, predict the reactants needed to synthesize it. The reactants are: CI.Nc1ccccc1C(=O)COC(=O)c1ccccc1.